This data is from Reaction yield outcomes from USPTO patents with 853,638 reactions. The task is: Predict the reaction yield, written as a fraction of the theoretical maximum amount of product (1.0 means a 100% yield; for example, 0.34 means a 34% yield). (1) The reactants are Cl[C:2]1[N:7]=[CH:6][N:5]=[C:4]2[N:8]([C:11]3[CH:16]=[CH:15][C:14]([S:17]([CH3:20])(=[O:19])=[O:18])=[CH:13][CH:12]=3)[N:9]=[CH:10][C:3]=12.[C:21]([O:25][C:26](=[O:35])[NH:27][CH:28]1[CH2:33][CH2:32][CH:31]([NH2:34])[CH2:30][CH2:29]1)([CH3:24])([CH3:23])[CH3:22].C(=O)([O-])[O-].[K+].[K+]. The catalyst is C1COCC1. The product is [C:21]([O:25][C:26](=[O:35])[NH:27][CH:28]1[CH2:29][CH2:30][CH:31]([NH:34][C:2]2[N:7]=[CH:6][N:5]=[C:4]3[N:8]([C:11]4[CH:16]=[CH:15][C:14]([S:17]([CH3:20])(=[O:19])=[O:18])=[CH:13][CH:12]=4)[N:9]=[CH:10][C:3]=23)[CH2:32][CH2:33]1)([CH3:24])([CH3:22])[CH3:23]. The yield is 0.760. (2) The reactants are [C-:1]#[N:2].[Na+].[N:4]1[CH:9]=[CH:8][C:7]([O:10][C:11]2[CH:17]=[CH:16][C:14]([NH2:15])=[CH:13][CH:12]=2)=[CH:6][CH:5]=1.[C:18]1(=O)[CH2:21][CH2:20][CH2:19]1. The catalyst is CC(O)=O. The product is [N:4]1[CH:5]=[CH:6][C:7]([O:10][C:11]2[CH:17]=[CH:16][C:14]([NH:15][C:18]3([C:1]#[N:2])[CH2:21][CH2:20][CH2:19]3)=[CH:13][CH:12]=2)=[CH:8][CH:9]=1. The yield is 0.650. (3) The reactants are [CH3:1][C:2]1[C:3]([O:19][CH:20]([CH3:22])[CH3:21])=[CH:4][C:5]([C:13]2[CH:14]=[N:15][N:16]([CH3:18])[CH:17]=2)=[C:6]2[C:11]=1[C:10](=[O:12])[NH:9][CH2:8][CH2:7]2.[H-].[Na+].Cl[CH2:26][C:27]1[C:32]([CH3:33])=[CH:31][C:30](C)=[CH:29][C:28]=1[O:35][CH2:36][C:37]1[C:42](C2(OCC3C=CC=CC=3)C=C(C)C=C(C)C2CCl)=[CH:41][CH:40]=[CH:39][CH:38]=1.C[N:62](C=O)C. No catalyst specified. The product is [CH2:36]([O:35][C:28]1[C:27]([CH2:26][N:9]2[CH2:8][CH2:7][C:6]3[C:11](=[C:2]([CH3:1])[C:3]([O:19][CH:20]([CH3:22])[CH3:21])=[CH:4][C:5]=3[C:13]3[CH:14]=[N:15][N:16]([CH3:18])[CH:17]=3)[C:10]2=[O:12])=[C:32]([CH3:33])[CH:31]=[C:30]([CH3:29])[N:62]=1)[C:37]1[CH:42]=[CH:41][CH:40]=[CH:39][CH:38]=1. The yield is 0.380. (4) The reactants are [C:1]([O:5][C:6](=[O:33])[NH:7][CH2:8][CH2:9][CH2:10][NH:11][CH:12]([C:16]1[C:25]([CH2:26][C:27]2[CH:32]=[CH:31][CH:30]=[CH:29][CH:28]=2)=[N:24][C:23]2[C:18](=[CH:19][CH:20]=[CH:21][CH:22]=2)[N:17]=1)[CH:13]1[CH2:15][CH2:14]1)([CH3:4])([CH3:3])[CH3:2].CCN(CC)CC.[C:41]1([CH3:50])[CH:46]=[CH:45][C:44]([C:47](Cl)=[O:48])=[CH:43][CH:42]=1. The catalyst is C(Cl)Cl.CCOC(C)=O. The product is [C:1]([O:5][C:6](=[O:33])[NH:7][CH2:8][CH2:9][CH2:10][N:11]([CH:12]([C:16]1[C:25]([CH2:26][C:27]2[CH:32]=[CH:31][CH:30]=[CH:29][CH:28]=2)=[N:24][C:23]2[C:18](=[CH:19][CH:20]=[CH:21][CH:22]=2)[N:17]=1)[CH:13]1[CH2:15][CH2:14]1)[C:47](=[O:48])[C:44]1[CH:45]=[CH:46][C:41]([CH3:50])=[CH:42][CH:43]=1)([CH3:4])([CH3:2])[CH3:3]. The yield is 0.590. (5) The product is [CH2:1]([O:8][CH2:9][CH2:10][CH2:11][CH2:12][CH2:13][CH2:14][CH2:15][C:16]1[CH:17]=[CH:18][C:19]([NH:20][C:28]([C:25]2([C:23]#[N:24])[CH2:27][CH2:26]2)=[O:29])=[CH:21][CH:22]=1)[C:2]1[CH:3]=[CH:4][CH:5]=[CH:6][CH:7]=1. No catalyst specified. The reactants are [CH2:1]([O:8][CH2:9][CH2:10][CH2:11][CH2:12][CH2:13][CH2:14][CH2:15][C:16]1[CH:22]=[CH:21][C:19]([NH2:20])=[CH:18][CH:17]=1)[C:2]1[CH:7]=[CH:6][CH:5]=[CH:4][CH:3]=1.[C:23]([C:25]1([C:28](O)=[O:29])[CH2:27][CH2:26]1)#[N:24]. The yield is 0.980. (6) The reactants are Cl.[F:2][C:3]([F:11])([F:10])[CH:4]1[CH2:9][CH2:8][NH:7][CH2:6][CH2:5]1.[CH3:12][O:13][C:14](=[O:17])[CH2:15]Br.C(N(CC)CC)C. The catalyst is C1COCC1.O. The product is [CH3:12][O:13][C:14](=[O:17])[CH2:15][N:7]1[CH2:8][CH2:9][CH:4]([C:3]([F:11])([F:10])[F:2])[CH2:5][CH2:6]1. The yield is 0.980. (7) The reactants are [I:1][C:2]1[CH:3]=[C:4]([CH:8]=[CH:9][N:10]=1)[C:5]([OH:7])=[O:6].S(=O)(=O)(O)O.[CH3:16]O. No catalyst specified. The product is [CH3:16][O:6][C:5](=[O:7])[C:4]1[CH:8]=[CH:9][N:10]=[C:2]([I:1])[CH:3]=1. The yield is 0.770.